From a dataset of Full USPTO retrosynthesis dataset with 1.9M reactions from patents (1976-2016). Predict the reactants needed to synthesize the given product. (1) Given the product [NH2:7][CH:8]1[CH2:9][CH2:10][CH:11]([CH2:14][N:15]2[C:23]3[C:18](=[CH:19][CH:20]=[CH:21][CH:22]=3)[C:17]([CH3:24])([CH3:25])[C:16]2=[O:26])[CH2:12][CH2:13]1, predict the reactants needed to synthesize it. The reactants are: C(OC(=O)[NH:7][CH:8]1[CH2:13][CH2:12][CH:11]([CH2:14][N:15]2[C:23]3[C:18](=[CH:19][CH:20]=[CH:21][CH:22]=3)[C:17]([CH3:25])([CH3:24])[C:16]2=[O:26])[CH2:10][CH2:9]1)(C)(C)C.Cl.O1CCOCC1. (2) Given the product [Cl:1][C:2]1[CH:7]=[CH:6][N:5]=[C:4]2[CH:8]=[C:9]([C:22]3[N:23]=[CH:24][N:25]([CH2:27][CH2:28][N:29]4[CH2:34][CH2:33][N:32]([C:35]([O:37][C:38]([CH3:41])([CH3:40])[CH3:39])=[O:36])[CH2:31][CH2:30]4)[CH:26]=3)[S:10][C:3]=12, predict the reactants needed to synthesize it. The reactants are: [Cl:1][C:2]1[CH:7]=[CH:6][N:5]=[C:4]2[CH:8]=[CH:9][S:10][C:3]=12.[Li]CCCC.CCOCC.I[C:22]1[N:23]=[CH:24][N:25]([CH2:27][CH2:28][N:29]2[CH2:34][CH2:33][N:32]([C:35]([O:37][C:38]([CH3:41])([CH3:40])[CH3:39])=[O:36])[CH2:31][CH2:30]2)[CH:26]=1. (3) Given the product [C:1]([C:4]1[CH:16]=[CH:15][C:14]2[C:13]3[C:8](=[CH:9][C:10]([O:17][CH2:25][CH2:24][CH2:23][CH2:22][O:21][CH2:18][CH:19]=[CH2:20])=[CH:11][CH:12]=3)[CH2:7][C:6]=2[CH:5]=1)(=[O:3])[CH3:2], predict the reactants needed to synthesize it. The reactants are: [C:1]([C:4]1[CH:16]=[CH:15][C:14]2[C:13]3[C:8](=[CH:9][C:10]([OH:17])=[CH:11][CH:12]=3)[CH2:7][C:6]=2[CH:5]=1)(=[O:3])[CH3:2].[CH2:18]([O:21][CH2:22][CH2:23][CH2:24][CH2:25]Cl)[CH:19]=[CH2:20].C(=O)([O-])[O-].[K+].[K+].Cl. (4) Given the product [C:50]([OH:49])(=[O:52])/[CH:51]=[CH:6]/[C:2]([OH:3])=[O:1].[C:50]([OH:49])(=[O:52])/[CH:51]=[CH:6]/[C:2]([OH:3])=[O:1].[CH3:37][N:38]([CH2:24][C:23]1[C:18]2[O:17][N:16]=[C:15]([CH2:14][CH2:13][CH:10]3[CH2:11][CH2:12][N:7]([CH2:6][CH:2]4[O:1][CH2:5][CH2:4][O:3]4)[CH2:8][CH2:9]3)[C:19]=2[CH:20]=[CH:21][C:22]=1[CH2:26][NH:27][CH2:28][C:29]1[CH:30]=[CH:31][C:32]([C:33]#[N:34])=[CH:35][CH:36]=1)[CH3:39], predict the reactants needed to synthesize it. The reactants are: [O:1]1[CH2:5][CH2:4][O:3][CH:2]1[CH2:6][N:7]1[CH2:12][CH2:11][CH:10]([CH2:13][CH2:14][C:15]2[C:19]3[CH:20]=[CH:21][C:22]([CH2:26][NH:27][CH2:28][C:29]4[CH:36]=[CH:35][C:32]([C:33]#[N:34])=[CH:31][CH:30]=4)=[C:23]([CH:24]=O)[C:18]=3[O:17][N:16]=2)[CH2:9][CH2:8]1.[CH3:37][NH:38][CH3:39].[C:50]([O:49][BH-]([O:49][C:50](=[O:52])[CH3:51])[O:49][C:50](=[O:52])[CH3:51])(=[O:52])[CH3:51].[Na+].C(=O)(O)[O-].[Na+]. (5) Given the product [Cl:28][C:29]1[CH:30]=[C:31]([CH:35]=[CH:36][N:37]=1)[C:32]([NH:12][C:10]1[S:11][C:7]2[C:6]([N:13]3[CH2:18][CH2:17][O:16][CH2:15][CH2:14]3)=[CH:5][CH:4]=[C:3]([O:2][CH3:1])[C:8]=2[N:9]=1)=[O:33], predict the reactants needed to synthesize it. The reactants are: [CH3:1][O:2][C:3]1[C:8]2[N:9]=[C:10]([NH2:12])[S:11][C:7]=2[C:6]([N:13]2[CH2:18][CH2:17][O:16][CH2:15][CH2:14]2)=[CH:5][CH:4]=1.C(N(C(C)C)C(C)C)C.[Cl:28][C:29]1[CH:30]=[C:31]([CH:35]=[CH:36][N:37]=1)[C:32](Cl)=[O:33]. (6) Given the product [Br:1][C:2]1[CH:3]=[C:4]2[C:5](=[CH:6][C:7]=1[Cl:8])[C:12](=[O:14])[CH2:11][CH2:10][CH2:9]2, predict the reactants needed to synthesize it. The reactants are: [Br:1][C:2]1[CH:3]=[C:4]([CH2:9][CH2:10][CH2:11][C:12]([OH:14])=O)[CH:5]=[CH:6][C:7]=1[Cl:8].C(Cl)(=O)C(Cl)=O.[Cl-].[Al+3].[Cl-].[Cl-].Cl. (7) Given the product [C:1]1([CH2:7][N:8]2[CH2:9][CH2:10][N:11]([C:14]3[CH:15]=[CH:16][C:17]([C:18]([NH:30][O:29][CH:24]4[CH2:25][CH2:26][CH2:27][CH2:28][O:23]4)=[O:19])=[CH:21][CH:22]=3)[CH2:12][CH2:13]2)[CH:2]=[CH:3][CH:4]=[CH:5][CH:6]=1, predict the reactants needed to synthesize it. The reactants are: [C:1]1([CH2:7][N:8]2[CH2:13][CH2:12][N:11]([C:14]3[CH:22]=[CH:21][C:17]([C:18](O)=[O:19])=[CH:16][CH:15]=3)[CH2:10][CH2:9]2)[CH:6]=[CH:5][CH:4]=[CH:3][CH:2]=1.[O:23]1[CH2:28][CH2:27][CH2:26][CH2:25][CH:24]1[O:29][NH2:30]. (8) Given the product [C:1]([C:3]1[CH:4]=[CH:5][C:6]([O:15][CH2:16][C@@H:17]([OH:18])[CH2:19][N:29]2[CH2:28][CH:27]3[CH2:33][CH:31]([CH2:32][N:25]([C:23]([NH:22][CH2:20][CH3:21])=[O:24])[CH2:26]3)[CH2:30]2)=[C:7]([C:8]([NH:10][CH:11]2[CH2:13][CH2:12]2)=[O:9])[CH:14]=1)#[N:2], predict the reactants needed to synthesize it. The reactants are: [C:1]([C:3]1[CH:4]=[CH:5][C:6]([O:15][CH2:16][C@@H:17]2[CH2:19][O:18]2)=[C:7]([CH:14]=1)[C:8]([NH:10][CH:11]1[CH2:13][CH2:12]1)=[O:9])#[N:2].[CH2:20]([NH:22][C:23]([N:25]1[CH2:32][CH:31]2[CH2:33][CH:27]([CH2:28][NH:29][CH2:30]2)[CH2:26]1)=[O:24])[CH3:21].O.